Task: Predict the reaction yield, written as a fraction of the theoretical maximum amount of product (1.0 means a 100% yield; for example, 0.34 means a 34% yield).. Dataset: Reaction yield outcomes from USPTO patents with 853,638 reactions The reactants are [F:1][CH:2]([F:24])[O:3][C:4]1[CH:9]=[CH:8][C:7]([N:10]2[CH:15]=[CH:14][C:13](=[O:16])[C:12]([C:17](=O)[CH:18]=[CH:19][N:20](C)C)=[N:11]2)=[CH:6][CH:5]=1.[C:25]1([NH:31]N)[CH:30]=[CH:29][CH:28]=[CH:27][CH:26]=1. The catalyst is CO. The product is [F:1][CH:2]([F:24])[O:3][C:4]1[CH:9]=[CH:8][C:7]([N:10]2[CH:15]=[CH:14][C:13](=[O:16])[C:12]([C:17]3[N:31]([C:25]4[CH:30]=[CH:29][CH:28]=[CH:27][CH:26]=4)[N:20]=[CH:19][CH:18]=3)=[N:11]2)=[CH:6][CH:5]=1. The yield is 0.220.